This data is from Plasma protein binding rate (PPBR) regression data from AstraZeneca. The task is: Regression/Classification. Given a drug SMILES string, predict its absorption, distribution, metabolism, or excretion properties. Task type varies by dataset: regression for continuous measurements (e.g., permeability, clearance, half-life) or binary classification for categorical outcomes (e.g., BBB penetration, CYP inhibition). For this dataset (ppbr_az), we predict Y. (1) The drug is COc1cnc(-c2ccccn2)nc1N1CCCC1. The Y is 93.4 %. (2) The compound is Cc1[nH]c(C(=O)NC2CCN(c3ncc(C(=O)O)s3)CC2)c(Cl)c1Cl. The Y is 97.1 %. (3) The molecule is Cc1nccn1-c1sc(Nc2cnccn2)nc1-c1cccc(C#N)c1. The Y is 95.6 %. (4) The compound is CC(=O)CC(c1ccccc1)c1c(O)c2ccccc2oc1=O. The Y is 99.3 %.